Dataset: Forward reaction prediction with 1.9M reactions from USPTO patents (1976-2016). Task: Predict the product of the given reaction. (1) Given the reactants [NH:1]1[CH:5]=[CH:4][N:3]=[C:2]1[C:6]([O:8][CH2:9][CH3:10])=[O:7].[Li+].C[Si]([N-:16][Si](C)(C)C)(C)C.C1COCC1.NOP(=O)(C1C=CC=CC=1)C1C=CC=CC=1, predict the reaction product. The product is: [NH2:16][N:1]1[CH:5]=[CH:4][N:3]=[C:2]1[C:6]([O:8][CH2:9][CH3:10])=[O:7]. (2) Given the reactants [Cl:1][C:2]1[C:3]([C:9]([OH:11])=[O:10])=[N:4][C:5]([Cl:8])=[CH:6][CH:7]=1.ClC(Cl)(Cl)C(=N)O[C:16]([CH3:19])([CH3:18])[CH3:17].ClC(Cl)(Cl)C(=N)OCCCC, predict the reaction product. The product is: [Cl:1][C:2]1[C:3]([C:9]([O:11][C:16]([CH3:19])([CH3:18])[CH3:17])=[O:10])=[N:4][C:5]([Cl:8])=[CH:6][CH:7]=1.